From a dataset of Peptide-MHC class I binding affinity with 185,985 pairs from IEDB/IMGT. Regression. Given a peptide amino acid sequence and an MHC pseudo amino acid sequence, predict their binding affinity value. This is MHC class I binding data. The peptide sequence is VLSDFKTWL. The MHC is HLA-A02:02 with pseudo-sequence HLA-A02:02. The binding affinity (normalized) is 0.485.